This data is from Catalyst prediction with 721,799 reactions and 888 catalyst types from USPTO. The task is: Predict which catalyst facilitates the given reaction. (1) Reactant: Br[CH2:2][CH:3]1[CH2:5][CH2:4]1.Cl.O.[NH:8]1[CH2:13][CH2:12][C:11](=[O:14])[CH2:10][CH2:9]1.C(=O)([O-])[O-].[Na+].[Na+]. Product: [CH:5]1([CH2:4][N:8]2[CH2:13][CH2:12][C:11](=[O:14])[CH2:10][CH2:9]2)[CH2:3][CH2:2]1. The catalyst class is: 10. (2) Reactant: O.NN.[Br:4][C:5]1[C:6]([O:23][CH3:24])=[C:7]([CH2:11][N:12]2C(=O)C3C(=CC=CC=3)C2=O)[CH:8]=[CH:9][CH:10]=1. Product: [Br:4][C:5]1[C:6]([O:23][CH3:24])=[C:7]([CH2:11][NH2:12])[CH:8]=[CH:9][CH:10]=1. The catalyst class is: 14. (3) Reactant: [C:1]([N:8]1[CH2:16][C@H:15]([C:17]2[CH:22]=[CH:21][CH:20]=[CH:19][CH:18]=2)[CH2:14][C@H:9]1[C:10]([O:12][CH3:13])=[O:11])([O:3][C:4]([CH3:7])([CH3:6])[CH3:5])=[O:2].[Li+].[CH3:24][Si]([N-][Si](C)(C)C)(C)C.CI. Product: [C:1]([N:8]1[CH2:16][C@H:15]([C:17]2[CH:22]=[CH:21][CH:20]=[CH:19][CH:18]=2)[CH2:14][C@@:9]1([CH3:24])[C:10]([O:12][CH3:13])=[O:11])([O:3][C:4]([CH3:6])([CH3:7])[CH3:5])=[O:2]. The catalyst class is: 1. (4) Reactant: [F:1][C:2]1[CH:37]=[CH:36][CH:35]=[C:34]([F:38])[C:3]=1[CH2:4][O:5][C:6]1[C:7]2[N:8]([C:12]([C:16]([NH:18][C@H:19]3[CH2:23][CH2:22][N:21](C(OCC4C=CC=CC=4)=O)[CH2:20]3)=[O:17])=[C:13]([CH3:15])[N:14]=2)[CH:9]=[CH:10][CH:11]=1. Product: [F:1][C:2]1[CH:37]=[CH:36][CH:35]=[C:34]([F:38])[C:3]=1[CH2:4][O:5][C:6]1[C:7]2[N:8]([C:12]([C:16]([NH:18][C@H:19]3[CH2:23][CH2:22][NH:21][CH2:20]3)=[O:17])=[C:13]([CH3:15])[N:14]=2)[CH:9]=[CH:10][CH:11]=1. The catalyst class is: 421. (5) Reactant: [CH3:1][O:2][C:3]([C:5]1[CH:10]=[N:9][C:8](Cl)=[CH:7][N:6]=1)=[O:4].CCN(C(C)C)C(C)C.[NH:21]1[CH2:26][CH2:25][CH2:24][CH2:23][CH2:22]1. Product: [CH3:1][O:2][C:3]([C:5]1[CH:10]=[N:9][C:8]([N:21]2[CH2:26][CH2:25][CH2:24][CH2:23][CH2:22]2)=[CH:7][N:6]=1)=[O:4]. The catalyst class is: 3. (6) Reactant: OC(C)(C)CO[C:5]1[C:6]([B:13]2[O:17][C:16]([CH3:19])([CH3:18])[C:15]([CH3:21])([CH3:20])[O:14]2)=[C:7](C=[CH:11][CH:12]=1)[CH:8]=[O:9].C[N+:25]([O-:27])=[O:26].[OH-].[Na+].Cl. Product: [CH3:19][C:16]1([CH3:18])[C:7]2[CH2:8][O:9][CH:11]=[CH:12][C:5]3=[CH:21][CH:15]([CH2:20][N+:25]([O-:27])=[O:26])[O:14][B:13]([C:6]=23)[O:17]1. The catalyst class is: 20. (7) Reactant: [C:1]1([CH3:35])[CH:6]=[CH:5][C:4]([C:7]2[N:8]=[C:9]3[C:14](=[CH:15][C:16]=2[C:17]2[CH:22]=[CH:21][C:20]([CH3:23])=[CH:19][CH:18]=2)[N:13]([CH2:24][CH2:25][CH2:26][CH2:27][CH2:28][CH2:29][C:30]([O:32]CC)=[O:31])[CH2:12][CH2:11][CH2:10]3)=[CH:3][CH:2]=1.[OH-].[Na+]. Product: [C:1]1([CH3:35])[CH:2]=[CH:3][C:4]([C:7]2[N:8]=[C:9]3[C:14](=[CH:15][C:16]=2[C:17]2[CH:22]=[CH:21][C:20]([CH3:23])=[CH:19][CH:18]=2)[N:13]([CH2:24][CH2:25][CH2:26][CH2:27][CH2:28][CH2:29][C:30]([OH:32])=[O:31])[CH2:12][CH2:11][CH2:10]3)=[CH:5][CH:6]=1. The catalyst class is: 14.